Dataset: HIV replication inhibition screening data with 41,000+ compounds from the AIDS Antiviral Screen. Task: Binary Classification. Given a drug SMILES string, predict its activity (active/inactive) in a high-throughput screening assay against a specified biological target. (1) The drug is O=C(CC(=O)Nc1ccccc1Cl)NNC(c1cc(N=Nc2ccc(Br)cc2)ccc1O)P(O)O. The result is 0 (inactive). (2) The compound is CC(=O)OCC1OC(n2c(-c3ccccc3)c(C(C)=O)c(-c3ccc(Cl)cc3)c(C#N)c2=S)C(OC(C)=O)C(OC(C)=O)C1OC(C)=O. The result is 0 (inactive). (3) The molecule is OC12c3ccccc3C3CCC4(OCCO4)C3C1c1ccccc12. The result is 0 (inactive).